Task: Predict the reactants needed to synthesize the given product.. Dataset: Full USPTO retrosynthesis dataset with 1.9M reactions from patents (1976-2016) (1) Given the product [CH2:20]([N:4]1[C:3](=[O:22])[C:2]([NH:1][C:27](=[O:28])[CH2:26][CH2:25][O:24][CH3:23])=[C:7]([CH3:8])[N:6]([C:9]2[CH:14]=[CH:13][CH:12]=[C:11]([C:15]([F:17])([F:16])[F:18])[CH:10]=2)[C:5]1=[O:19])[CH3:21], predict the reactants needed to synthesize it. The reactants are: [NH2:1][C:2]1[C:3](=[O:22])[N:4]([CH2:20][CH3:21])[C:5](=[O:19])[N:6]([C:9]2[CH:14]=[CH:13][CH:12]=[C:11]([C:15]([F:18])([F:17])[F:16])[CH:10]=2)[C:7]=1[CH3:8].[CH3:23][O:24][CH2:25][CH2:26][C:27](O)=[O:28].CN(C(ON1N=NC2C=CC=NC1=2)=[N+](C)C)C.F[P-](F)(F)(F)(F)F.C1C=NC2N(O)N=NC=2C=1.C(N(C(C)C)CC)(C)C. (2) Given the product [Br:3][C:4]1[N:5]([CH2:17][O:16][CH2:15][CH2:14][Si:11]([CH3:13])([CH3:12])[CH3:10])[CH:6]=[C:7]([Br:9])[N:8]=1, predict the reactants needed to synthesize it. The reactants are: [H-].[Na+].[Br:3][C:4]1[NH:5][CH:6]=[C:7]([Br:9])[N:8]=1.[CH3:10][Si:11]([CH2:14][CH2:15][O:16][CH2:17]Cl)([CH3:13])[CH3:12].